Dataset: Forward reaction prediction with 1.9M reactions from USPTO patents (1976-2016). Task: Predict the product of the given reaction. The product is: [OH:49][CH:33]1[CH:32]([NH:31][C:7](=[O:9])[C:2]2[CH:3]=[CH:4][CH:5]=[CH:6][N:1]=2)[CH2:38][CH2:37][CH2:36][N:35]([C:39]([O:41][CH2:42][C:43]2[CH:48]=[CH:47][CH:46]=[CH:45][CH:44]=2)=[O:40])[CH2:34]1. Given the reactants [N:1]1[CH:6]=[CH:5][CH:4]=[CH:3][C:2]=1[C:7]([OH:9])=O.C1C=CC2N(O)N=NC=2C=1.CCN=C=NCCCN(C)C.[NH2:31][CH:32]1[CH2:38][CH2:37][CH2:36][N:35]([C:39]([O:41][CH2:42][C:43]2[CH:48]=[CH:47][CH:46]=[CH:45][CH:44]=2)=[O:40])[CH2:34][CH:33]1[OH:49], predict the reaction product.